From a dataset of Forward reaction prediction with 1.9M reactions from USPTO patents (1976-2016). Predict the product of the given reaction. (1) Given the reactants Br[C:2]1[CH:7]=[CH:6][C:5]([S:8]([NH:11][CH3:12])(=[O:10])=[O:9])=[C:4]([C:13]([F:16])([F:15])[F:14])[CH:3]=1.[C:17]([C:19]1[N:23]([CH3:24])[C:22](B(O)O)=[CH:21][CH:20]=1)#[N:18].[F-].[K+], predict the reaction product. The product is: [C:17]([C:19]1[N:23]([CH3:24])[C:22]([C:2]2[CH:7]=[CH:6][C:5]([S:8]([NH:11][CH3:12])(=[O:10])=[O:9])=[C:4]([C:13]([F:16])([F:15])[F:14])[CH:3]=2)=[CH:21][CH:20]=1)#[N:18]. (2) Given the reactants Cl.[CH2:2]([N:4]1[C:8]2=[N:9][CH:10]=[C:11]([C:19]([O:21][CH2:22][CH3:23])=[O:20])[C:12]([NH:13][C@H:14]3[CH2:18][CH2:17][NH:16][CH2:15]3)=[C:7]2[CH:6]=[N:5]1)[CH3:3].CCN(C(C)C)C(C)C.C[Si]([N:37]=[C:38]=[O:39])(C)C, predict the reaction product. The product is: [NH2:37][C:38]([N:16]1[CH2:17][CH2:18][C@H:14]([NH:13][C:12]2[C:11]([C:19]([O:21][CH2:22][CH3:23])=[O:20])=[CH:10][N:9]=[C:8]3[N:4]([CH2:2][CH3:3])[N:5]=[CH:6][C:7]=23)[CH2:15]1)=[O:39]. (3) Given the reactants [OH:1][C@H:2]1[C:10]2[C:5](=[CH:6][CH:7]=[CH:8][CH:9]=2)[CH2:4][C@:3]1([CH2:20][C:21]1[CH:29]=[CH:28][C:24]([C:25]([OH:27])=[O:26])=[CH:23][CH:22]=1)[C:11]1[CH2:12][C:13]2[C:18]([CH:19]=1)=[CH:17][CH:16]=[CH:15][CH:14]=2.C1CCC(N=C=NC2CCCCC2)CC1.C1C2C(COC([NH:62][CH2:63][C:64](O)=[O:65])=O)C3C(=CC=CC=3)C=2C=CC=1, predict the reaction product. The product is: [NH2:62][CH2:63][C:64]([O:1][C@H:2]1[C:10]2[C:5](=[CH:6][CH:7]=[CH:8][CH:9]=2)[CH2:4][C@:3]1([CH2:20][C:21]1[CH:29]=[CH:28][C:24]([C:25]([OH:27])=[O:26])=[CH:23][CH:22]=1)[C:11]1[CH2:12][C:13]2[C:18]([CH:19]=1)=[CH:17][CH:16]=[CH:15][CH:14]=2)=[O:65]. (4) Given the reactants [OH:1][CH:2]([C:4]1[N:5]=[CH:6][C:7]([NH:10]C(=O)C(C)(C)C)=[N:8][CH:9]=1)[CH3:3].C(=O)([O-])[O-].[K+].[K+], predict the reaction product. The product is: [NH2:10][C:7]1[N:8]=[CH:9][C:4]([CH:2]([OH:1])[CH3:3])=[N:5][CH:6]=1. (5) The product is: [C:13]([O:19][CH2:20][N:8]1[C:4]2[N:5]=[CH:6][N:7]=[C:2]([Cl:1])[C:3]=2[CH:10]=[CH:9]1)(=[O:18])[C:14]([CH3:17])([CH3:16])[CH3:15]. Given the reactants [Cl:1][C:2]1[C:3]2[CH:10]=[CH:9][NH:8][C:4]=2[N:5]=[CH:6][N:7]=1.[H-].[Na+].[C:13]([O:19][CH2:20]Cl)(=[O:18])[C:14]([CH3:17])([CH3:16])[CH3:15].[Cl-].[NH4+], predict the reaction product. (6) Given the reactants Cl[C:2]1[CH:3]=[C:4]([NH:13][C:14]2[CH:19]=[CH:18][C:17]([CH:20]3[CH2:25][CH2:24][N:23]([C:26]([O:28][C:29]([CH3:32])([CH3:31])[CH3:30])=[O:27])[CH2:22][CH2:21]3)=[CH:16][C:15]=2[O:33][CH3:34])[C:5]2[C:10](=[O:11])[NH:9][N:8]=[CH:7][C:6]=2[N:12]=1.[Br-].[F:36][C:37]1[CH:44]=[CH:43][C:42]([F:45])=[CH:41][C:38]=1[CH2:39][Zn+].O1CCCC1, predict the reaction product. The product is: [F:36][C:37]1[CH:44]=[CH:43][C:42]([F:45])=[CH:41][C:38]=1[CH2:39][C:2]1[CH:3]=[C:4]([NH:13][C:14]2[CH:19]=[CH:18][C:17]([CH:20]3[CH2:25][CH2:24][N:23]([C:26]([O:28][C:29]([CH3:31])([CH3:32])[CH3:30])=[O:27])[CH2:22][CH2:21]3)=[CH:16][C:15]=2[O:33][CH3:34])[C:5]2[C:10](=[O:11])[NH:9][N:8]=[CH:7][C:6]=2[N:12]=1. (7) Given the reactants COCCO[AlH2-]OCCOC.[Na+].[C:13]1(=[CH:19][C:20](OCC)=[O:21])[CH2:18][CH2:17][CH2:16][CH2:15][CH2:14]1, predict the reaction product. The product is: [C:13]1(=[CH:19][CH2:20][OH:21])[CH2:18][CH2:17][CH2:16][CH2:15][CH2:14]1. (8) Given the reactants [F:1][C:2]1[CH:7]=[CH:6][C:5]([C@@H:8]2[CH2:10][C@H:9]2[NH2:11])=[CH:4][CH:3]=1.CC#N.CS(O[CH2:20][CH2:21][CH2:22][CH2:23][C@H:24]([NH:33][C:34]([NH:36][C:37]1[CH:42]=[CH:41][CH:40]=[CH:39][CH:38]=1)=[O:35])[C:25](=[O:32])[N:26]1[CH2:31][CH2:30][CH2:29][CH2:28][CH2:27]1)(=O)=O.CCN(C(C)C)C(C)C, predict the reaction product. The product is: [F:1][C:2]1[CH:3]=[CH:4][C:5]([C@@H:8]2[CH2:10][C@H:9]2[NH:11][CH2:20][CH2:21][CH2:22][CH2:23][C@H:24]([NH:33][C:34]([NH:36][C:37]2[CH:38]=[CH:39][CH:40]=[CH:41][CH:42]=2)=[O:35])[C:25](=[O:32])[N:26]2[CH2:27][CH2:28][CH2:29][CH2:30][CH2:31]2)=[CH:6][CH:7]=1. (9) Given the reactants [CH2:1]([C:5]1[N:6]=[C:7]([CH3:27])[NH:8][C:9](=[O:26])[C:10]=1[CH2:11][C:12]1[CH:17]=[CH:16][C:15]([C:18]2[C:19]([C:24]#[N:25])=[CH:20][CH:21]=[CH:22][CH:23]=2)=[CH:14][CH:13]=1)[CH2:2][CH2:3][CH3:4].[H-].[Na+].CN(C)C=O.Br[CH2:36][C:37]1[CH:42]=[CH:41][CH:40]=[CH:39][C:38]=1[Cl:43], predict the reaction product. The product is: [CH2:1]([C:5]1[N:6]=[C:7]([CH3:27])[N:8]([CH2:36][C:37]2[CH:42]=[CH:41][CH:40]=[CH:39][C:38]=2[Cl:43])[C:9](=[O:26])[C:10]=1[CH2:11][C:12]1[CH:17]=[CH:16][C:15]([C:18]2[C:19]([C:24]#[N:25])=[CH:20][CH:21]=[CH:22][CH:23]=2)=[CH:14][CH:13]=1)[CH2:2][CH2:3][CH3:4]. (10) Given the reactants [C:1]1([CH:7]([C:33]2[CH:38]=[CH:37][CH:36]=[CH:35][CH:34]=2)[C:8]2[S:12][C:11]([C:13]([NH:15][C@@H:16]([C:19]3[CH:20]=[C:21]([NH:25][C:26](=[O:32])[O:27][C:28]([CH3:31])([CH3:30])[CH3:29])[CH:22]=[CH:23][CH:24]=3)[CH2:17][OH:18])=[O:14])=[CH:10][CH:9]=2)[CH:6]=[CH:5][CH:4]=[CH:3][CH:2]=1.[Br-].[K+].CC1(C)N([O])C(C)(C)CCC1.CC(C)=[O:54], predict the reaction product. The product is: [C:28]([O:27][C:26]([NH:25][C:21]1[CH:20]=[C:19]([C@H:16]([NH:15][C:13]([C:11]2[S:12][C:8]([CH:7]([C:1]3[CH:2]=[CH:3][CH:4]=[CH:5][CH:6]=3)[C:33]3[CH:34]=[CH:35][CH:36]=[CH:37][CH:38]=3)=[CH:9][CH:10]=2)=[O:14])[C:17]([OH:54])=[O:18])[CH:24]=[CH:23][CH:22]=1)=[O:32])([CH3:31])([CH3:30])[CH3:29].